Predict the reactants needed to synthesize the given product. From a dataset of Full USPTO retrosynthesis dataset with 1.9M reactions from patents (1976-2016). Given the product [CH2:18]([O:8][C:6]1[CH:5]=[CH:4][C:3]([C:9](=[O:11])[CH3:10])=[C:2]([OH:1])[CH:7]=1)[C:19]1[CH:24]=[CH:23][CH:22]=[CH:21][CH:20]=1, predict the reactants needed to synthesize it. The reactants are: [OH:1][C:2]1[CH:7]=[C:6]([OH:8])[CH:5]=[CH:4][C:3]=1[C:9](=[O:11])[CH3:10].C(=O)([O-])[O-].[K+].[K+].[CH2:18](Br)[C:19]1[CH:24]=[CH:23][CH:22]=[CH:21][CH:20]=1.